This data is from In vitro SARS-CoV-2 activity screen of 1,480 approved drugs from Prestwick library. The task is: Binary Classification. Given a drug SMILES string, predict its activity (active/inactive) in a high-throughput screening assay against a specified biological target. The molecule is C[C@@H](O[C@H]1OCCN(Cc2n[nH]c(=O)[nH]2)[C@H]1c1ccc(F)cc1)c1cc(C(F)(F)F)cc(C(F)(F)F)c1. The result is 0 (inactive).